From a dataset of Full USPTO retrosynthesis dataset with 1.9M reactions from patents (1976-2016). Predict the reactants needed to synthesize the given product. (1) Given the product [Cl:1][C:2]1[CH:3]=[CH:4][C:5]([N:8]2[C:20]([CH3:33])=[C:21]([CH:23]3[CH2:24][C:25]([CH3:32])([CH3:31])[O:26][C:27]([CH3:30])([CH3:29])[CH2:28]3)[N:18]=[C:9]2[C:10]2[CH:15]=[CH:14][CH:13]=[CH:12][C:11]=2[O:16][CH3:17])=[CH:6][CH:7]=1, predict the reactants needed to synthesize it. The reactants are: [Cl:1][C:2]1[CH:7]=[CH:6][C:5]([NH:8][C:9](=[NH:18])[C:10]2[CH:15]=[CH:14][CH:13]=[CH:12][C:11]=2[O:16][CH3:17])=[CH:4][CH:3]=1.Br[CH:20]([CH3:33])[C:21]([CH:23]1[CH2:28][C:27]([CH3:30])([CH3:29])[O:26][C:25]([CH3:32])([CH3:31])[CH2:24]1)=O.C([O-])(O)=O.[Na+]. (2) Given the product [CH2:1]([O:8][C:9]1[CH:24]=[C:23]([O:25][CH2:26][C:27]2[CH:32]=[CH:31][CH:30]=[CH:29][CH:28]=2)[C:22]([C:33]([CH3:35])=[CH2:34])=[CH:21][C:10]=1[C:11]([N:13]([C:14]1[CH:19]=[CH:18][C:17]([F:20])=[CH:16][CH:15]=1)[CH2:39][C:40](=[O:41])[NH:42][CH3:43])=[O:12])[C:2]1[CH:3]=[CH:4][CH:5]=[CH:6][CH:7]=1, predict the reactants needed to synthesize it. The reactants are: [CH2:1]([O:8][C:9]1[CH:24]=[C:23]([O:25][CH2:26][C:27]2[CH:32]=[CH:31][CH:30]=[CH:29][CH:28]=2)[C:22]([C:33]([CH3:35])=[CH2:34])=[CH:21][C:10]=1[C:11]([NH:13][C:14]1[CH:19]=[CH:18][C:17]([F:20])=[CH:16][CH:15]=1)=[O:12])[C:2]1[CH:7]=[CH:6][CH:5]=[CH:4][CH:3]=1.[H-].[Na+].Cl[CH2:39][C:40]([NH:42][CH3:43])=[O:41].